From a dataset of Full USPTO retrosynthesis dataset with 1.9M reactions from patents (1976-2016). Predict the reactants needed to synthesize the given product. Given the product [CH3:1][N:2]1[C:11](=[O:12])[C:10]2[N:9]([CH2:13][CH:14]([O:17][S:21]([CH3:20])(=[O:23])=[O:22])[CH2:15][CH3:16])[C:8]([Cl:18])=[N:7][C:6]=2[N:5]([CH3:19])[C:3]1=[O:4], predict the reactants needed to synthesize it. The reactants are: [CH3:1][N:2]1[C:11](=[O:12])[C:10]2[N:9]([CH2:13][CH:14]([OH:17])[CH2:15][CH3:16])[C:8]([Cl:18])=[N:7][C:6]=2[N:5]([CH3:19])[C:3]1=[O:4].[CH3:20][S:21](Cl)(=[O:23])=[O:22].C(N(CC)CC)C.